Dataset: Full USPTO retrosynthesis dataset with 1.9M reactions from patents (1976-2016). Task: Predict the reactants needed to synthesize the given product. Given the product [CH3:14][N:23]([CH3:22])[C@@H:2]1[CH2:6][CH2:5][N:4]([C:7]([O:9][CH2:10][CH2:11][CH2:12][CH3:13])=[O:8])[CH2:3]1, predict the reactants needed to synthesize it. The reactants are: N[C@@H:2]1[CH2:6][CH2:5][N:4]([C:7]([O:9][CH2:10][CH2:11][CH2:12][CH3:13])=[O:8])[CH2:3]1.[CH2:14]=O.S([O-])([O-])(=O)=O.[Mg+2].[C:22]([BH3-])#[N:23].[Na+].